This data is from Reaction yield outcomes from USPTO patents with 853,638 reactions. The task is: Predict the reaction yield, written as a fraction of the theoretical maximum amount of product (1.0 means a 100% yield; for example, 0.34 means a 34% yield). (1) The reactants are [N+:1]([O-:4])(O)=[O:2].[OH:5][C:6]1[CH:23]=[CH:22][C:9]2[CH2:10][CH2:11][N:12]([C:15]([O:17][C:18]([CH3:21])([CH3:20])[CH3:19])=[O:16])[CH2:13][CH2:14][C:8]=2[C:7]=1[CH3:24].C(Cl)Cl.CO.[NH4+].[OH-]. The catalyst is C(Cl)Cl. The product is [OH:5][C:6]1[C:23]([N+:1]([O-:4])=[O:2])=[CH:22][C:9]2[CH2:10][CH2:11][N:12]([C:15]([O:17][C:18]([CH3:20])([CH3:21])[CH3:19])=[O:16])[CH2:13][CH2:14][C:8]=2[C:7]=1[CH3:24]. The yield is 0.670. (2) The reactants are [C:1]1([C:7]#[C:8][CH2:9][CH2:10][CH2:11][CH2:12][CH2:13][CH3:14])[CH:6]=[CH:5][CH:4]=[CH:3][CH:2]=1.[C:15]1(C2C(=O)C([C:15]3[CH:20]=[CH:19][CH:18]=[CH:17][CH:16]=3)=C([C:15]3[CH:20]=[CH:19][CH:18]=[CH:17][CH:16]=3)C=2[C:15]2[CH:20]=[CH:19][CH:18]=[CH:17][CH:16]=2)[CH:20]=[CH:19][CH:18]=[CH:17][CH:16]=1.[C:45]([C:53]1[CH:58]=[CH:57][CH:56]=[CH:55][CH:54]=1)(=O)[C:46]1[CH:51]=[CH:50][CH:49]=[CH:48][CH:47]=1. No catalyst specified. The product is [CH2:46]([C:45]1[C:7]([C:1]2[CH:6]=[CH:5][CH:4]=[CH:3][CH:2]=2)=[C:8]([C:9]2[CH:14]=[CH:13][CH:12]=[CH:11][CH:10]=2)[C:57]([C:15]2[CH:20]=[CH:19][CH:18]=[CH:17][CH:16]=2)=[C:58]([C:1]2[CH:6]=[CH:5][CH:4]=[CH:3][CH:2]=2)[C:53]=1[C:54]1[CH:9]=[CH:8][CH:7]=[CH:56][CH:55]=1)[CH2:47][CH2:48][CH2:49][CH2:50][CH3:51]. The yield is 0.750. (3) The reactants are [N+:1]([C:4]1[CH:9]=[CH:8][C:7]([NH:10]N)=[CH:6][CH:5]=1)([O-:3])=[O:2].[C:12]1(=O)[CH2:17][CH2:16][CH2:15][CH2:14][CH2:13]1.Cl.O. The catalyst is C(O)(=O)C. The product is [N+:1]([C:4]1[CH:9]=[C:8]2[C:7](=[CH:6][CH:5]=1)[NH:10][C:13]1[CH2:14][CH2:15][CH2:16][CH2:17][C:12]2=1)([O-:3])=[O:2]. The yield is 0.800. (4) The reactants are C(=O)([O-])[O-].[K+].[K+].CN(C=O)C.[Br:12][C:13]1[C:14]([Cl:24])=[C:15]([OH:23])[C:16]([S:19]([CH3:22])(=[O:21])=[O:20])=[CH:17][CH:18]=1.Br[CH2:26][CH2:27][CH:28]1[O:32][CH2:31][CH2:30][O:29]1. The catalyst is O.C1(C)C=CC=CC=1. The product is [C:13]1([CH3:26])[CH:14]=[CH:15][CH:16]=[CH:17][CH:18]=1.[Br:12][C:13]1[C:14]([Cl:24])=[C:15]([C:16]([S:19]([CH3:22])(=[O:21])=[O:20])=[CH:17][CH:18]=1)[O:23][CH2:26][CH2:27][CH:28]1[O:32][CH2:31][CH2:30][O:29]1. The yield is 0.897. (5) The reactants are [C:1]([O:5][C:6]([N:8]1[CH2:12][CH2:11][C@H:10]([O:13]S(C)(=O)=O)[C@H:9]1[C:18]([N:20]1[CH2:26][CH2:25][CH2:24][N:23]([CH:27]2[CH2:30][CH2:29][CH2:28]2)[CH2:22][CH2:21]1)=[O:19])=[O:7])([CH3:4])([CH3:3])[CH3:2].[F:31][C:32]1[CH:33]=[C:34](O)[CH:35]=[CH:36][CH:37]=1.C([O-])([O-])=O.[K+].[K+]. The catalyst is CN(C=O)C. The product is [C:1]([O:5][C:6]([N:8]1[CH2:12][CH2:11][C@@H:10]([O:13][C:36]2[CH:35]=[CH:34][CH:33]=[C:32]([F:31])[CH:37]=2)[C@H:9]1[C:18]([N:20]1[CH2:26][CH2:25][CH2:24][N:23]([CH:27]2[CH2:30][CH2:29][CH2:28]2)[CH2:22][CH2:21]1)=[O:19])=[O:7])([CH3:4])([CH3:3])[CH3:2]. The yield is 0.150. (6) The reactants are O.NN.C([O:7][C@H:8]1[C@H:12]([O:13][C:14](=[O:21])[C:15]2[CH:20]=[CH:19][CH:18]=[CH:17][CH:16]=2)[C@H:11]([CH2:22][O:23][C:24](=[O:31])[C:25]2[CH:30]=[CH:29][CH:28]=[CH:27][CH:26]=2)[O:10][C@@H:9]1[N:32]1[CH:39]=[CH:38][C:36](=[O:37])[NH:35][C:33]1=[O:34])(=O)C.CC(C)=O. The catalyst is N1C=CC=CC=1.C(O)(=O)C. The product is [C:14]([O:13][C@@H:12]1[C@H:11]([CH2:22][O:23][C:24](=[O:31])[C:25]2[CH:30]=[CH:29][CH:28]=[CH:27][CH:26]=2)[O:10][C@H:9]([N:32]2[CH:39]=[CH:38][C:36](=[O:37])[NH:35][C:33]2=[O:34])[C@H:8]1[OH:7])(=[O:21])[C:15]1[CH:20]=[CH:19][CH:18]=[CH:17][CH:16]=1. The yield is 0.680. (7) The reactants are [CH:1]([C:3]1[CH:8]=[CH:7][CH:6]=[CH:5][C:4]=1B(O)O)=[O:2].Br[C:13]1[O:14][CH:15]=[CH:16][CH:17]=1.C(=O)([O-])[O-].[Na+].[Na+]. The catalyst is Cl[Pd](Cl)([P](C1C=CC=CC=1)(C1C=CC=CC=1)C1C=CC=CC=1)[P](C1C=CC=CC=1)(C1C=CC=CC=1)C1C=CC=CC=1.C(#N)C. The product is [O:14]1[CH:15]=[CH:16][CH:17]=[C:13]1[C:4]1[CH:5]=[CH:6][CH:7]=[CH:8][C:3]=1[CH:1]=[O:2]. The yield is 0.340.